This data is from Forward reaction prediction with 1.9M reactions from USPTO patents (1976-2016). The task is: Predict the product of the given reaction. (1) Given the reactants [Br:1][C:2]1[CH:7]=[CH:6][C:5]([NH2:8])=[C:4](I)[CH:3]=1.[CH3:10][C:11]1([CH3:20])[CH2:16][CH2:15][C:14](B(O)O)=[CH:13][CH2:12]1.C([O-])([O-])=O.[Na+].[Na+].CCO, predict the reaction product. The product is: [Br:1][C:2]1[CH:7]=[CH:6][C:5]([NH2:8])=[C:4]([C:14]2[CH2:15][CH2:16][C:11]([CH3:20])([CH3:10])[CH2:12][CH:13]=2)[CH:3]=1. (2) Given the reactants [Br:1][C:2]1[CH:3]=[CH:4][C:5]2[C:11]3[S:12][C:13]([C:15](=O)[C:16]([C:21]4[CH:26]=[CH:25][CH:24]=[CH:23][C:22]=4[Cl:27])=[CH:17][N:18](C)C)=[CH:14][C:10]=3[CH2:9][CH2:8][O:7][C:6]=2[CH:29]=1.[NH2:30]N, predict the reaction product. The product is: [Br:1][C:2]1[CH:3]=[CH:4][C:5]2[C:11]3[S:12][C:13]([C:15]4[C:16]([C:21]5[CH:26]=[CH:25][CH:24]=[CH:23][C:22]=5[Cl:27])=[CH:17][NH:18][N:30]=4)=[CH:14][C:10]=3[CH2:9][CH2:8][O:7][C:6]=2[CH:29]=1. (3) Given the reactants [F:1][C:2]1[CH:14]=[CH:13][C:12]([C:15]2[C:16]([CH2:35][S:36]([CH3:39])(=[O:38])=[O:37])=[CH:17][C:18]3[O:22][C:21]([C:23]4[CH:28]=[CH:27][C:26]([F:29])=[CH:25][CH:24]=4)=[C:20]([C:30](=[O:33])[NH:31][CH3:32])[C:19]=3[CH:34]=2)=[CH:11][C:3]=1[C:4]([O:6]C(C)(C)C)=[O:5].C(O)(C(F)(F)F)=O, predict the reaction product. The product is: [F:1][C:2]1[CH:14]=[CH:13][C:12]([C:15]2[C:16]([CH2:35][S:36]([CH3:39])(=[O:37])=[O:38])=[CH:17][C:18]3[O:22][C:21]([C:23]4[CH:24]=[CH:25][C:26]([F:29])=[CH:27][CH:28]=4)=[C:20]([C:30](=[O:33])[NH:31][CH3:32])[C:19]=3[CH:34]=2)=[CH:11][C:3]=1[C:4]([OH:6])=[O:5]. (4) Given the reactants [C:1]([O:5][C:6]([NH:8][C:9]1[S:17][C:16]2[C:11](=[N:12][C:13]([Cl:18])=[CH:14][CH:15]=2)[C:10]=1[C:19]([O:21]CC)=[O:20])=[O:7])([CH3:4])([CH3:3])[CH3:2].O[Li].O, predict the reaction product. The product is: [C:1]([O:5][C:6]([NH:8][C:9]1[S:17][C:16]2[C:11](=[N:12][C:13]([Cl:18])=[CH:14][CH:15]=2)[C:10]=1[C:19]([OH:21])=[O:20])=[O:7])([CH3:4])([CH3:2])[CH3:3]. (5) Given the reactants Cl[C:2]1[N:12]=[CH:11][C:10]([Cl:13])=[CH:9][C:3]=1[C:4]([O:6][CH2:7][CH3:8])=[O:5].[CH3:14]B1OB(C)OB(C)O1.C(=O)([O-])[O-].[K+].[K+].O, predict the reaction product. The product is: [Cl:13][C:10]1[CH:11]=[N:12][C:2]([CH3:14])=[C:3]([CH:9]=1)[C:4]([O:6][CH2:7][CH3:8])=[O:5]. (6) The product is: [F:1][C:2]1[CH:7]=[CH:6][C:5]([CH:8]([OH:41])[CH2:9][N:10]2[C:15](=[O:16])[C:14]3[CH:17]=[C:18]([CH2:20][C:21]([F:24])([F:23])[F:22])[S:19][C:13]=3[N:12]([CH2:25][C:26]3[CH:31]=[CH:30][C:29]([C:32]4[C:33]([C:38]#[N:39])=[CH:34][CH:35]=[CH:36][CH:37]=4)=[CH:28][CH:27]=3)[C:11]2=[O:40])=[CH:4][CH:3]=1. Given the reactants [F:1][C:2]1[CH:7]=[CH:6][C:5]([C:8](=[O:41])[CH2:9][N:10]2[C:15](=[O:16])[C:14]3[CH:17]=[C:18]([CH2:20][C:21]([F:24])([F:23])[F:22])[S:19][C:13]=3[N:12]([CH2:25][C:26]3[CH:31]=[CH:30][C:29]([C:32]4[C:33]([C:38]#[N:39])=[CH:34][CH:35]=[CH:36][CH:37]=4)=[CH:28][CH:27]=3)[C:11]2=[O:40])=[CH:4][CH:3]=1.O1CCCC1.[BH4-].[Na+], predict the reaction product.